This data is from Forward reaction prediction with 1.9M reactions from USPTO patents (1976-2016). The task is: Predict the product of the given reaction. Given the reactants [CH2:1]([NH:13][C:14]([C:16]1[CH:44]=[CH:43][C:19]([CH2:20][N:21]([CH2:29][CH:30]2[CH2:35][CH2:34][N:33](C(OC(C)(C)C)=O)[CH2:32][CH2:31]2)[C:22](=[O:28])[C:23]([O:25][CH2:26][CH3:27])=[O:24])=[CH:18][CH:17]=1)=[O:15])[CH2:2][CH2:3][CH2:4][CH2:5][CH2:6][CH2:7][CH2:8][CH2:9][CH2:10][CH2:11][CH3:12].[ClH:45], predict the reaction product. The product is: [ClH:45].[CH2:26]([O:25][C:23](=[O:24])[C:22]([N:21]([CH2:20][C:19]1[CH:18]=[CH:17][C:16]([C:14]([NH:13][CH2:1][CH2:2][CH2:3][CH2:4][CH2:5][CH2:6][CH2:7][CH2:8][CH2:9][CH2:10][CH2:11][CH3:12])=[O:15])=[CH:44][CH:43]=1)[CH2:29][CH:30]1[CH2:31][CH2:32][NH:33][CH2:34][CH2:35]1)=[O:28])[CH3:27].